From a dataset of Full USPTO retrosynthesis dataset with 1.9M reactions from patents (1976-2016). Predict the reactants needed to synthesize the given product. (1) Given the product [NH2:1][CH2:2][C@@:3]1([CH2:13][C:14]([OH:16])=[O:15])[CH2:9][C@H:8]2[C@@H:4]1[CH:5]=[C:6]([CH:10]([CH3:12])[CH3:11])[CH2:7]2, predict the reactants needed to synthesize it. The reactants are: [NH2:1][CH2:2][C@@:3]1([CH2:13][C:14]([O:16]C(C)(C)C)=[O:15])[CH2:9][C@H:8]2[C@@H:4]1[CH:5]=[C:6]([CH:10]([CH3:12])[CH3:11])[CH2:7]2. (2) Given the product [ClH:1].[ClH:1].[CH2:2]([N:9]([C:10]1[N:15]=[C:14]2[NH:16][CH:17]=[C:18]([C:19]3[NH:23][N:22]=[CH:21][C:20]=3[C:24]3[CH:29]=[CH:28][CH:27]=[CH:26][CH:25]=3)[C:13]2=[CH:12][CH:11]=1)[CH2:30][CH2:31][OH:32])[C:3]1[CH:4]=[CH:5][CH:6]=[CH:7][CH:8]=1, predict the reactants needed to synthesize it. The reactants are: [ClH:1].[CH2:2]([N:9]([CH2:30][CH2:31][O:32][Si](C(C)(C)C)(C)C)[C:10]1[N:15]=[C:14]2[NH:16][CH:17]=[C:18]([C:19]3[NH:23][N:22]=[CH:21][C:20]=3[C:24]3[CH:29]=[CH:28][CH:27]=[CH:26][CH:25]=3)[C:13]2=[CH:12][CH:11]=1)[C:3]1[CH:8]=[CH:7][CH:6]=[CH:5][CH:4]=1.